Dataset: Catalyst prediction with 721,799 reactions and 888 catalyst types from USPTO. Task: Predict which catalyst facilitates the given reaction. Reactant: N(C(N1CCCCC1)=O)=NC(N1CCCCC1)=O.[F:19][C:20]1[CH:21]=[C:22]2[C:26](=[CH:27][CH:28]=1)[NH:25][C:24]([C:29]([O:31][CH2:32][CH3:33])=[O:30])=[CH:23]2.[N:34]1[CH:39]=[CH:38][CH:37]=[C:36]([CH2:40][CH2:41]O)[CH:35]=1.C(P(CCCC)CCCC)CCC. Product: [F:19][C:20]1[CH:21]=[C:22]2[C:26](=[CH:27][CH:28]=1)[N:25]([CH2:41][CH2:40][C:36]1[CH:35]=[N:34][CH:39]=[CH:38][CH:37]=1)[C:24]([C:29]([O:31][CH2:32][CH3:33])=[O:30])=[CH:23]2. The catalyst class is: 7.